From a dataset of Forward reaction prediction with 1.9M reactions from USPTO patents (1976-2016). Predict the product of the given reaction. (1) Given the reactants O.[OH-].[Li+].[OH:4][C:5]1([C:24]2[CH:34]=[CH:33][C:27]([O:28][CH2:29][C:30]([O-:32])=[O:31])=[CH:26][CH:25]=2)[CH2:10][CH2:9][N:8]([C:11]2[CH:12]=[CH:13][C:14]3[N:15]([C:17]([C:20]([F:23])([F:22])[F:21])=[N:18][N:19]=3)[N:16]=2)[CH2:7][CH2:6]1.O.CO, predict the reaction product. The product is: [OH:4][C:5]1([C:24]2[CH:34]=[CH:33][C:27]([O:28][CH2:29][C:30]([OH:32])=[O:31])=[CH:26][CH:25]=2)[CH2:6][CH2:7][N:8]([C:11]2[CH:12]=[CH:13][C:14]3[N:15]([C:17]([C:20]([F:23])([F:22])[F:21])=[N:18][N:19]=3)[N:16]=2)[CH2:9][CH2:10]1. (2) Given the reactants [CH:1]1([CH2:4][O:5][C:6]2[CH:11]=[C:10]([F:12])[CH:9]=[CH:8][C:7]=2[C:13]2[CH:18]=[CH:17][N:16]=[C:15]3[C:19]([C:31]([OH:33])=O)=[C:20]([CH3:30])[N:21]([CH2:22][O:23][CH2:24][CH2:25][Si:26]([CH3:29])([CH3:28])[CH3:27])[C:14]=23)[CH2:3][CH2:2]1.[NH2:34][C@H:35]1[CH2:40][CH2:39][C@H:38]([NH:41][C:42](=[O:48])[O:43][C:44]([CH3:47])([CH3:46])[CH3:45])[CH2:37][CH2:36]1, predict the reaction product. The product is: [CH:1]1([CH2:4][O:5][C:6]2[CH:11]=[C:10]([F:12])[CH:9]=[CH:8][C:7]=2[C:13]2[CH:18]=[CH:17][N:16]=[C:15]3[C:19]([C:31]([NH:34][C@H:35]4[CH2:40][CH2:39][C@H:38]([NH:41][C:42](=[O:48])[O:43][C:44]([CH3:46])([CH3:45])[CH3:47])[CH2:37][CH2:36]4)=[O:33])=[C:20]([CH3:30])[N:21]([CH2:22][O:23][CH2:24][CH2:25][Si:26]([CH3:27])([CH3:28])[CH3:29])[C:14]=23)[CH2:3][CH2:2]1. (3) The product is: [CH2:10]([O:12][C:13]([C:15]1[C:20]([O:21][CH2:22][CH3:23])=[C:19]([N:24]2[CH2:25][CH2:26][O:27][CH2:28][CH2:29]2)[N:18]=[C:17]([C:30]2[CH:31]=[CH:32][C:33]([NH:36][C:8]([NH:7][C:1]3[CH:6]=[CH:5][CH:4]=[CH:3][CH:2]=3)=[S:9])=[CH:34][CH:35]=2)[N:16]=1)=[O:14])[CH3:11]. Given the reactants [C:1]1([N:7]=[C:8]=[S:9])[CH:6]=[CH:5][CH:4]=[CH:3][CH:2]=1.[CH2:10]([O:12][C:13]([C:15]1[C:20]([O:21][CH2:22][CH3:23])=[C:19]([N:24]2[CH2:29][CH2:28][O:27][CH2:26][CH2:25]2)[N:18]=[C:17]([C:30]2[CH:35]=[CH:34][C:33]([NH2:36])=[CH:32][CH:31]=2)[N:16]=1)=[O:14])[CH3:11], predict the reaction product. (4) The product is: [CH3:11][O:12][C:13]1[CH:19]=[CH:18][C:17]([S:20]([CH:23]([F:24])[F:25])(=[O:21])=[O:22])=[CH:16][C:14]=1[NH:15][C:8]([NH:7][C:4]1[CH:5]=[CH:6][C:1]([CH3:10])=[CH:2][CH:3]=1)=[O:9]. Given the reactants [C:1]1([CH3:10])[CH:6]=[CH:5][C:4]([N:7]=[C:8]=[O:9])=[CH:3][CH:2]=1.[CH3:11][O:12][C:13]1[CH:19]=[CH:18][C:17]([S:20]([CH:23]([F:25])[F:24])(=[O:22])=[O:21])=[CH:16][C:14]=1[NH2:15], predict the reaction product. (5) Given the reactants [NH2:1][C:2]1[CH:7]=[CH:6][C:5]([O:8][CH3:9])=[CH:4][C:3]=1[CH2:10][OH:11].C([CH2:14][O:15]C=O)#N.[O:18]1CCC[CH2:19]1, predict the reaction product. The product is: [CH:14]([NH:1][C:2]1[CH:7]=[CH:6][C:5]([O:8][CH3:9])=[CH:4][C:3]=1[CH2:10][O:11][CH:19]=[O:18])=[O:15]. (6) Given the reactants Cl[C:2]([O:4][CH2:5][C:6]1[CH:11]=[CH:10][CH:9]=[CH:8][CH:7]=1)=[O:3].[NH:12]1[CH2:17][CH2:16][CH:15]([CH2:18][CH2:19][S:20]([C:23]2[CH:30]=[CH:29][C:26]([C:27]#[N:28])=[CH:25][CH:24]=2)(=[O:22])=[O:21])[CH2:14][CH2:13]1.C(N(CC)CC)C, predict the reaction product. The product is: [C:27]([C:26]1[CH:29]=[CH:30][C:23]([S:20]([CH2:19][CH2:18][CH:15]2[CH2:16][CH2:17][N:12]([C:2]([O:4][CH2:5][C:6]3[CH:11]=[CH:10][CH:9]=[CH:8][CH:7]=3)=[O:3])[CH2:13][CH2:14]2)(=[O:21])=[O:22])=[CH:24][CH:25]=1)#[N:28]. (7) The product is: [CH2:10]([C:9]1[CH:14]=[CH:15][C:6]([CH:4]([CH3:5])[C:2](=[O:3])[S:16][CH2:17][CH2:18][NH:19][C:20]([O:21][C:22]([CH3:25])([CH3:24])[CH3:23])=[O:26])=[CH:7][CH:8]=1)[CH:11]([CH3:13])[CH3:12]. Given the reactants O[C:2]([CH:4]([C:6]1[CH:15]=[CH:14][C:9]([CH2:10][CH:11]([CH3:13])[CH3:12])=[CH:8][CH:7]=1)[CH3:5])=[O:3].[SH:16][CH2:17][CH2:18][NH:19][C:20](=[O:26])[O:21][C:22]([CH3:25])([CH3:24])[CH3:23].C1CCC(N=C=NC2CCCCC2)CC1, predict the reaction product.